Dataset: Full USPTO retrosynthesis dataset with 1.9M reactions from patents (1976-2016). Task: Predict the reactants needed to synthesize the given product. (1) Given the product [CH3:33][C@@H:34]([NH:64][CH3:65])[C@H:35]1[O:40][C@H:39]([O:41][C@H:42]2[C@H:47]([OH:48])[C@@H:46]([O:49][C@H:50]3[O:55][CH2:54][C@@:53]([OH:57])([CH3:56])[C@H:52]([NH:58][CH3:59])[C@H:51]3[OH:60])[C@H:45]([NH2:61])[CH2:44][C@@H:43]2[NH2:62])[C@H:38]([NH2:63])[CH2:37][CH2:36]1, predict the reactants needed to synthesize it. The reactants are: CC(N)[C@H]1O[C@H](O[C@H]2[C@H](O)[C@@H](O[C@H]3OC[C@@](O)(C)[C@H](NC)[C@H]3O)[C@H](N)C[C@@H]2N)[C@H](N)CC1.[CH3:33][CH:34]([NH:64][CH3:65])[C@H:35]1[O:40][C@H:39]([O:41][C@H:42]2[C@H:47]([OH:48])[C@@H:46]([O:49][C@H:50]3[O:55][CH2:54][C@@:53]([OH:57])([CH3:56])[C@H:52]([NH:58][CH3:59])[C@H:51]3[OH:60])[C@H:45]([NH2:61])[CH2:44][C@@H:43]2[NH2:62])[C@H:38]([NH2:63])[CH2:37][CH2:36]1.C[C@@]1(O)[C@H](NC)[C@@H](O)[C@@H](O[C@@H]2[C@@H](O)[C@H](O[C@H]3O[C@H](CN)CC[C@H]3N)[C@@H](N)C[C@H]2N)OC1.OS(O)(=O)=O.OP([O-])(O)=O.OP([O-])([O-])=O.[Na+].[Na+].[Na+].[Cl-].[Cl-].[K+].[K+]. (2) Given the product [CH2:32]([O:31][C:30](=[O:39])[NH:29][CH:27]1[CH2:28][CH:25]([N:21]([CH2:20][C@@H:7]2[C@@H:5]3[C@@H:4]([O:3][C:2]([CH3:23])([CH3:1])[O:6]3)[C@H:9]([N:10]3[CH:18]=[N:17][C:16]4[C:11]3=[N:12][CH:13]=[N:14][C:15]=4[NH2:19])[O:8]2)[CH3:22])[CH2:26]1)[C:33]1[CH:38]=[CH:37][CH:36]=[CH:35][CH:34]=1, predict the reactants needed to synthesize it. The reactants are: [CH3:1][C:2]1([CH3:23])[O:6][C@@H:5]2[C@@H:7]([CH2:20][NH:21][CH3:22])[O:8][C@@H:9]([N:10]3[CH:18]=[N:17][C:16]4[C:11]3=[N:12][CH:13]=[N:14][C:15]=4[NH2:19])[C@@H:4]2[O:3]1.O=[C:25]1[CH2:28][CH:27]([NH:29][C:30](=[O:39])[O:31][CH2:32][C:33]2[CH:38]=[CH:37][CH:36]=[CH:35][CH:34]=2)[CH2:26]1.[BH3-]C#N.[Na+]. (3) Given the product [CH3:1][Si:2]([CH3:4])([CH3:15])[C:3]([F:17])([F:16])[C:15]([Si:2]([CH3:4])([CH3:3])[CH3:1])([F:17])[F:16], predict the reactants needed to synthesize it. The reactants are: [CH3:1][Si:2](Cl)([CH3:4])[CH3:3].C1(S([C:15](Br)([F:17])[F:16])(=O)=O)C=CC=CC=1. (4) Given the product [C:1]([O:5][C:6](=[O:18])[NH:7][C:8]1[C:13]([Br:14])=[CH:12][C:11]([NH2:15])=[CH:10][N:9]=1)([CH3:4])([CH3:2])[CH3:3], predict the reactants needed to synthesize it. The reactants are: [C:1]([O:5][C:6](=[O:18])[NH:7][C:8]1[C:13]([Br:14])=[CH:12][C:11]([N+:15]([O-])=O)=[CH:10][N:9]=1)([CH3:4])([CH3:3])[CH3:2].[Sn](Cl)(Cl)(Cl)Cl. (5) Given the product [Cl:20][C:12]1[N:11]2[CH:15]=[CH:16][N:17]=[C:10]2[CH:9]=[C:8]([C:6]2[CH:5]=[CH:4][N:3]=[C:2]([Cl:1])[CH:7]=2)[N:13]=1, predict the reactants needed to synthesize it. The reactants are: [Cl:1][C:2]1[CH:7]=[C:6]([C:8]2[N:13]=[C:12](O)[N:11]3[CH:15]=[CH:16][N:17]=[C:10]3[CH:9]=2)[CH:5]=[CH:4][N:3]=1.O=P(Cl)(Cl)[Cl:20].CCN(C(C)C)C(C)C. (6) Given the product [Br:1][C:2]1[CH:3]=[C:4]2[C:10]([C:18]([C:17]3[CH:21]=[CH:22][CH:23]=[C:24]([N+:25]([O-:27])=[O:26])[C:16]=3[F:15])=[O:19])=[CH:9][NH:8][C:5]2=[N:6][CH:7]=1, predict the reactants needed to synthesize it. The reactants are: [Br:1][C:2]1[CH:3]=[C:4]2[CH:10]=[CH:9][NH:8][C:5]2=[N:6][CH:7]=1.[Cl-].[Cl-].[Cl-].[Al+3].[F:15][C:16]1[C:24]([N+:25]([O-:27])=[O:26])=[CH:23][CH:22]=[CH:21][C:17]=1[C:18](Cl)=[O:19]. (7) Given the product [C:1]1([C:23]2[CH:24]=[CH:25][CH:26]=[CH:27][CH:28]=2)[CH:2]=[CH:3][C:4]([CH2:7][C@H:8]([NH:15][C:16]([O:18][C:19]([CH3:22])([CH3:20])[CH3:21])=[O:17])[CH2:9][C@H:10]([CH3:14])[C:11]([OH:13])=[O:12])=[CH:5][CH:6]=1, predict the reactants needed to synthesize it. The reactants are: [C:1]1([C:23]2[CH:28]=[CH:27][CH:26]=[CH:25][CH:24]=2)[CH:6]=[CH:5][C:4]([CH2:7][C@H:8]([NH:15][C:16]([O:18][C:19]([CH3:22])([CH3:21])[CH3:20])=[O:17])/[CH:9]=[C:10](\[CH3:14])/[C:11]([OH:13])=[O:12])=[CH:3][CH:2]=1.C(N(CC)CC)C.[H][H]. (8) Given the product [F:21][C:22]1[CH:23]=[C:24]([C:28]([N:1]2[CH2:2][CH2:3][CH:4]([NH:7][C:8]3[C:9]4[C:16]5[CH2:17][CH2:18][CH2:19][CH2:20][C:15]=5[S:14][C:10]=4[N:11]=[CH:12][N:13]=3)[CH2:5][CH2:6]2)([CH3:29])[C:37]#[N:38])[CH:25]=[CH:26][CH:27]=1, predict the reactants needed to synthesize it. The reactants are: [NH:1]1[CH2:6][CH2:5][CH:4]([NH:7][C:8]2[C:9]3[C:16]4[CH2:17][CH2:18][CH2:19][CH2:20][C:15]=4[S:14][C:10]=3[N:11]=[CH:12][N:13]=2)[CH2:3][CH2:2]1.[F:21][C:22]1[CH:23]=[C:24]([CH2:28][C:29](C2C=CC=CC=2)=O)[CH:25]=[CH:26][CH:27]=1.[C-:37]#[N:38].C([Al+]CC)C.C1(C)C=CC=CC=1. (9) Given the product [CH2:24]([O:26][C:27](=[O:28])[C:29]1[CH:34]=[CH:33][C:32]([C:2]2[CH:7]=[CH:6][C:5]([O:8][CH:9]3[CH2:12][N:11]([CH2:13][C:14]4[CH:19]=[CH:18][C:17]([C:20]([F:23])([F:22])[F:21])=[CH:16][CH:15]=4)[CH2:10]3)=[CH:4][N:3]=2)=[CH:31][C:30]=1[F:38])[CH3:25], predict the reactants needed to synthesize it. The reactants are: Br[C:2]1[CH:7]=[CH:6][C:5]([O:8][CH:9]2[CH2:12][N:11]([CH2:13][C:14]3[CH:19]=[CH:18][C:17]([C:20]([F:23])([F:22])[F:21])=[CH:16][CH:15]=3)[CH2:10]2)=[CH:4][N:3]=1.[CH2:24]([O:26][C:27]([C:29]1[CH:34]=[CH:33][C:32](B(O)O)=[CH:31][C:30]=1[F:38])=[O:28])[CH3:25]. (10) Given the product [OH-:1].[NH4+:5].[CH3:47][C:29]([C:26]1[CH:25]=[CH:24][C:23]([C:20]2[CH:21]=[CH:22][C:17]3[N:5]([C:3]([C:2]([OH:1])([CH3:8])[CH3:7])=[N:19][N:18]=3)[N:6]=2)=[CH:28][CH:27]=1)([C:33]1[CH:34]=[CH:35][C:36]([O:39][CH2:40][C:41]2[CH:46]=[CH:45][CH:44]=[CH:43][N:42]=2)=[CH:37][CH:38]=1)[CH:30]([CH3:32])[CH3:31], predict the reactants needed to synthesize it. The reactants are: [OH:1][C:2]([CH3:8])([CH3:7])[C:3]([NH:5][NH2:6])=O.C(N(CC)CC)C.Cl[C:17]1[N:18]=[N:19][C:20]([C:23]2[CH:28]=[CH:27][C:26]([C:29]([CH3:47])([C:33]3[CH:38]=[CH:37][C:36]([O:39][CH2:40][C:41]4[CH:46]=[CH:45][CH:44]=[CH:43][N:42]=4)=[CH:35][CH:34]=3)[CH:30]([CH3:32])[CH3:31])=[CH:25][CH:24]=2)=[CH:21][CH:22]=1.